Task: Predict the reaction yield, written as a fraction of the theoretical maximum amount of product (1.0 means a 100% yield; for example, 0.34 means a 34% yield).. Dataset: Reaction yield outcomes from USPTO patents with 853,638 reactions (1) The reactants are [Br:1][C:2]1[CH:3]=[C:4]([N+:19]([O-:21])=[O:20])[C:5]([CH:8](C(OCC)=O)C(OCC)=O)=[N:6][CH:7]=1.C(=O)(O)[O-].[Na+]. The catalyst is Cl. The product is [Br:1][C:2]1[CH:3]=[C:4]([N+:19]([O-:21])=[O:20])[C:5]([CH3:8])=[N:6][CH:7]=1. The yield is 0.720. (2) The reactants are Cl[C:2]1[CH:7]=[CH:6][C:5]([CH2:8]Cl)=[CH:4][N:3]=1.[CH3:10][O:11][CH2:12][CH2:13][O-:14].[Na+].[NH2:16][NH2:17]. The catalyst is COCCO. The product is [NH:16]([C:2]1[CH:7]=[CH:6][C:5]([CH2:8][O:14][CH2:13][CH2:12][O:11][CH3:10])=[CH:4][N:3]=1)[NH2:17]. The yield is 0.274. (3) The reactants are ClCCCl.[Br:5][C:6]1[CH:7]=[C:8]([CH:11]=[CH:12][CH:13]=1)[CH:9]=O.[O:14]([C:21]1[CH:22]=[C:23]([CH:25]=[CH:26][CH:27]=1)[NH2:24])[C:15]1[CH:20]=[CH:19][CH:18]=[CH:17][CH:16]=1.[BH-](OC(C)=O)(OC(C)=O)OC(C)=O.[Na+]. The catalyst is O.C(O)(=O)C. The product is [O:14]([C:21]1[CH:22]=[C:23]([NH:24][CH2:9][C:8]2[CH:11]=[CH:12][CH:13]=[C:6]([Br:5])[CH:7]=2)[CH:25]=[CH:26][CH:27]=1)[C:15]1[CH:16]=[CH:17][CH:18]=[CH:19][CH:20]=1. The yield is 0.980. (4) The reactants are [CH2:1]([O:4][N:5]([C@H:18]1[CH2:23][N:22](C(OC(C)(C)C)=O)[C@H:21]([CH2:31][O:32][CH3:33])[CH:20]=[C:19]1[C:34](=[O:38])[N:35]([CH3:37])[CH3:36])[S:6]([C:9]1[CH:14]=[CH:13][CH:12]=[CH:11][C:10]=1[N+:15]([O-:17])=[O:16])(=[O:8])=[O:7])[CH:2]=[CH2:3].FC(F)(F)C(O)=O. The yield is 1.00. The product is [CH2:1]([O:4][N:5]([C@@H:18]1[C:19]([C:34]([N:35]([CH3:37])[CH3:36])=[O:38])=[CH:20][C@@H:21]([CH2:31][O:32][CH3:33])[NH:22][CH2:23]1)[S:6]([C:9]1[CH:14]=[CH:13][CH:12]=[CH:11][C:10]=1[N+:15]([O-:17])=[O:16])(=[O:8])=[O:7])[CH:2]=[CH2:3]. The catalyst is C(Cl)Cl. (5) The reactants are [C:1]1([N:7]2[C:11]([NH:12][C:13](=[O:21])OC3C=CC=CC=3)=[CH:10][C:9]([C:22]([F:25])([F:24])[F:23])=[N:8]2)[CH:6]=[CH:5][CH:4]=[CH:3][CH:2]=1.[CH3:26][O:27][C:28]1[CH:29]=[C:30]2[C:35](=[CH:36][C:37]=1[O:38][CH2:39][CH2:40][O:41][CH3:42])[N:34]=[CH:33][N:32]=[C:31]2[O:43][C:44]1[CH:45]=[C:46]([CH:48]=[CH:49][CH:50]=1)[NH2:47].C(N(CC)C(C)C)(C)C. The catalyst is C1COCC1. The product is [CH3:26][O:27][C:28]1[CH:29]=[C:30]2[C:35](=[CH:36][C:37]=1[O:38][CH2:39][CH2:40][O:41][CH3:42])[N:34]=[CH:33][N:32]=[C:31]2[O:43][C:44]1[CH:45]=[C:46]([NH:47][C:13]([NH:12][C:11]2[N:7]([C:1]3[CH:2]=[CH:3][CH:4]=[CH:5][CH:6]=3)[N:8]=[C:9]([C:22]([F:23])([F:24])[F:25])[CH:10]=2)=[O:21])[CH:48]=[CH:49][CH:50]=1. The yield is 0.480. (6) The reactants are [CH2:1]([N:3]([CH2:53][CH3:54])[C:4]1[CH:9]=[CH:8][C:7]([NH:10][C:11]([C:13]2[CH:14]=[C:15]([CH:30]=[CH:31][CH:32]=2)[C:16]([N:18]([CH2:20][CH2:21][N:22]2[CH2:26][CH2:25][CH2:24][C@H:23]2[C:27]([OH:29])=O)[CH3:19])=[O:17])=[O:12])=[C:6]([C:33]2[CH:38]=[C:37]([C:39](=[O:52])[NH:40][CH2:41][C:42]3[CH:47]=[CH:46][CH:45]=[C:44]([C:48]([F:51])([F:50])[F:49])[CH:43]=3)[CH:36]=[CH:35][N:34]=2)[CH:5]=1)[CH3:2].[CH3:55][O:56][CH2:57][CH2:58][O:59][CH2:60][CH2:61][O:62][CH2:63][CH2:64][O:65][CH2:66][CH2:67][O:68][CH2:69][CH2:70][O:71][CH2:72][CH2:73][O:74][CH2:75][CH2:76][O:77][CH2:78][CH2:79][NH2:80].CCN(C(C)C)C(C)C.CN(C(ON1N=NC2C=CC=NC1=2)=[N+](C)C)C.F[P-](F)(F)(F)(F)F. The catalyst is CN(C=O)C. The product is [CH3:55][O:56][CH2:57][CH2:58][O:59][CH2:60][CH2:61][O:62][CH2:63][CH2:64][O:65][CH2:66][CH2:67][O:68][CH2:69][CH2:70][O:71][CH2:72][CH2:73][O:74][CH2:75][CH2:76][O:77][CH2:78][CH2:79][NH:80][C:27]([C@@H:23]1[CH2:24][CH2:25][CH2:26][N:22]1[CH2:21][CH2:20][N:18]([CH3:19])[C:16](=[O:17])[C:15]1[CH:30]=[CH:31][CH:32]=[C:13]([C:11]([NH:10][C:7]2[CH:8]=[CH:9][C:4]([N:3]([CH2:53][CH3:54])[CH2:1][CH3:2])=[CH:5][C:6]=2[C:33]2[CH:38]=[C:37]([C:39](=[O:52])[NH:40][CH2:41][C:42]3[CH:47]=[CH:46][CH:45]=[C:44]([C:48]([F:51])([F:50])[F:49])[CH:43]=3)[CH:36]=[CH:35][N:34]=2)=[O:12])[CH:14]=1)=[O:29]. The yield is 0.620. (7) The reactants are [C:1]([C:7]1[CH:18]=[CH:17][CH:16]=[CH:15][C:8]=1[C:9](N(C)OC)=[O:10])#[C:2][CH2:3][CH2:4][CH2:5][CH3:6].[CH3:19][O:20][C:21]1[CH:29]=[CH:28][C:24]([CH2:25][Mg]Cl)=[CH:23][CH:22]=1. The catalyst is C1COCC1. The product is [C:1]([C:7]1[CH:18]=[CH:17][CH:16]=[CH:15][C:8]=1[C:9](=[O:10])[CH2:25][C:24]1[CH:28]=[CH:29][C:21]([O:20][CH3:19])=[CH:22][CH:23]=1)#[C:2][CH2:3][CH2:4][CH2:5][CH3:6]. The yield is 0.690. (8) The reactants are [NH2:1][C:2]1[C:10]([N+:11]([O-])=O)=[CH:9][C:5]([C:6]([NH2:8])=[O:7])=[CH:4][N:3]=1. The catalyst is CO.O. The product is [NH2:11][C:10]1[C:2]([NH2:1])=[N:3][CH:4]=[C:5]([CH:9]=1)[C:6]([NH2:8])=[O:7]. The yield is 0.780.